From a dataset of NCI-60 drug combinations with 297,098 pairs across 59 cell lines. Regression. Given two drug SMILES strings and cell line genomic features, predict the synergy score measuring deviation from expected non-interaction effect. (1) Drug 1: CN(CCCl)CCCl.Cl. Drug 2: CC12CCC3C(C1CCC2OP(=O)(O)O)CCC4=C3C=CC(=C4)OC(=O)N(CCCl)CCCl.[Na+]. Cell line: K-562. Synergy scores: CSS=30.6, Synergy_ZIP=-8.09, Synergy_Bliss=-9.57, Synergy_Loewe=-7.54, Synergy_HSA=-5.46. (2) Drug 1: CC=C1C(=O)NC(C(=O)OC2CC(=O)NC(C(=O)NC(CSSCCC=C2)C(=O)N1)C(C)C)C(C)C. Drug 2: C1=NNC2=C1C(=O)NC=N2. Cell line: UO-31. Synergy scores: CSS=2.61, Synergy_ZIP=-0.270, Synergy_Bliss=0.936, Synergy_Loewe=2.66, Synergy_HSA=0.228.